This data is from Forward reaction prediction with 1.9M reactions from USPTO patents (1976-2016). The task is: Predict the product of the given reaction. (1) Given the reactants S1C2C=CC(CCOCCCN3CC(O)C3)=CC=2C=C1.[C:21]([OH:26])(=[O:25])[C:22]([OH:24])=[O:23].[Cl:27][CH2:28][CH2:29][CH2:30][N:31]1[CH2:34][CH:33]([O:35][C:36]([C:49]2[CH:54]=[CH:53][CH:52]=[CH:51][CH:50]=2)([C:43]2[CH:48]=[CH:47][CH:46]=[CH:45][CH:44]=2)[C:37]2[CH:42]=[CH:41][CH:40]=[CH:39][CH:38]=2)[CH2:32]1, predict the reaction product. The product is: [C:21]([OH:26])(=[O:25])[C:22]([OH:24])=[O:23].[Cl:27][CH2:28][CH2:29][CH2:30][N:31]1[CH2:32][CH:33]([O:35][C:36]([C:49]2[CH:54]=[CH:53][CH:52]=[CH:51][CH:50]=2)([C:43]2[CH:44]=[CH:45][CH:46]=[CH:47][CH:48]=2)[C:37]2[CH:42]=[CH:41][CH:40]=[CH:39][CH:38]=2)[CH2:34]1. (2) Given the reactants [Cl:1][CH2:2][CH2:3][CH2:4][S:5]([O:8][CH2:9][C:10]([CH3:23])([CH3:22])[CH:11]([O:14][CH2:15][C:16]1[CH:21]=[CH:20][CH:19]=[CH:18][CH:17]=1)[CH:12]=C)(=[O:7])=[O:6].O=O.[O:26]=[O+][O-].CSC, predict the reaction product. The product is: [Cl:1][CH2:2][CH2:3][CH2:4][S:5]([O:8][CH2:9][C:10]([CH3:22])([CH3:23])[CH:11]([O:14][CH2:15][C:16]1[CH:17]=[CH:18][CH:19]=[CH:20][CH:21]=1)[CH:12]=[O:26])(=[O:6])=[O:7]. (3) Given the reactants [C:1]([O:5][C:6](=[O:35])[NH:7][C:8]1([C:12]2[CH:17]=[CH:16][C:15]([C:18]3[N:19]=[C:20]4[CH:25]=[C:24]([C:26]#[N:27])[CH:23]=[CH:22][N:21]4[C:28]=3[C:29]3[CH:34]=[CH:33][CH:32]=[CH:31][CH:30]=3)=[CH:14][CH:13]=2)[CH2:11][CH2:10][CH2:9]1)([CH3:4])([CH3:3])[CH3:2].[N-:36]=[N+:37]=[N-:38].[Na+].[NH4+].[Cl-].C([O-])(O)=O.[Na+], predict the reaction product. The product is: [C:1]([O:5][C:6](=[O:35])[NH:7][C:8]1([C:12]2[CH:13]=[CH:14][C:15]([C:18]3[N:19]=[C:20]4[CH:25]=[C:24]([C:26]5[N:36]=[N:37][NH:38][N:27]=5)[CH:23]=[CH:22][N:21]4[C:28]=3[C:29]3[CH:34]=[CH:33][CH:32]=[CH:31][CH:30]=3)=[CH:16][CH:17]=2)[CH2:11][CH2:10][CH2:9]1)([CH3:4])([CH3:2])[CH3:3]. (4) The product is: [ClH:38].[CH3:35][N:24]([CH:25]1[CH2:30][C:29]([CH3:32])([CH3:31])[NH:28][C:27]([CH3:34])([CH3:33])[CH2:26]1)[C:21]1[N:22]=[N:23][C:18]([C:9]2[CH:10]=[C:11]3[C:16]([N:15]=[CH:14][CH:13]=[N:12]3)=[CH:17][C:8]=2[OH:7])=[CH:19][CH:20]=1. Given the reactants B(Br)(Br)Br.C([O:7][C:8]1[CH:17]=[C:16]2[C:11]([N:12]=[CH:13][CH:14]=[N:15]2)=[CH:10][C:9]=1[C:18]1[N:23]=[N:22][C:21]([N:24]([CH3:35])[CH:25]2[CH2:30][C:29]([CH3:32])([CH3:31])[NH:28][C:27]([CH3:34])([CH3:33])[CH2:26]2)=[CH:20][CH:19]=1)C.CO.[ClH:38], predict the reaction product. (5) Given the reactants C[O:2][C:3](=[O:25])[CH2:4][C:5]1[CH:10]=[C:9]([Br:11])[C:8]([O:12][C:13]2[CH:18]=[CH:17][C:16]([O:19][CH3:20])=[C:15]([CH:21]([CH3:23])[CH3:22])[CH:14]=2)=[C:7]([Br:24])[CH:6]=1.[I:26][C:27]1[CH:28]=[C:29]([CH:33]=[CH:34][CH:35]=1)[C:30](Cl)=[O:31], predict the reaction product. The product is: [Br:24][C:7]1[CH:6]=[C:5]([CH2:4][C:3]([OH:2])=[O:25])[CH:10]=[C:9]([Br:11])[C:8]=1[O:12][C:13]1[CH:14]=[C:15]([CH:21]([CH3:23])[CH3:22])[C:16]([O:19][CH3:20])=[CH:17][C:18]=1[CH:30]([OH:31])[C:29]1[CH:33]=[CH:34][CH:35]=[C:27]([I:26])[CH:28]=1. (6) Given the reactants [C:1]([O:5][C:6]([N:8]1[CH2:13][CH2:12][CH:11]([CH:14]2[CH2:18][C:17]3[CH:19]=[C:20](B4OC(C)(C)C(C)(C)O4)[CH:21]=[CH:22][C:16]=3[O:15]2)[CH2:10][CH2:9]1)=[O:7])([CH3:4])([CH3:3])[CH3:2].Br.Br[C:34]1[CH:39]=[CH:38][N:37]=[N:36][CH:35]=1, predict the reaction product. The product is: [C:1]([O:5][C:6]([N:8]1[CH2:9][CH2:10][CH:11]([CH:14]2[CH2:18][C:17]3[CH:19]=[C:20]([C:34]4[CH:39]=[CH:38][N:37]=[N:36][CH:35]=4)[CH:21]=[CH:22][C:16]=3[O:15]2)[CH2:12][CH2:13]1)=[O:7])([CH3:4])([CH3:2])[CH3:3].